Dataset: Reaction yield outcomes from USPTO patents with 853,638 reactions. Task: Predict the reaction yield, written as a fraction of the theoretical maximum amount of product (1.0 means a 100% yield; for example, 0.34 means a 34% yield). (1) The reactants are [Cl:1][C:2]1[C:7]([N+:8]([O-:10])=[O:9])=[CH:6][CH:5]=[C:4]([Cl:11])[C:3]=1[S:12](Cl)(=[O:14])=[O:13].[CH2:16]([NH2:22])[C@@H:17]1[O:21][CH2:20][CH2:19][CH2:18]1.C(N(CC)CC)C. No catalyst specified. The product is [CH2:16]([NH:22][S:12]([C:3]1[C:4]([Cl:11])=[CH:5][CH:6]=[C:7]([N+:8]([O-:10])=[O:9])[C:2]=1[Cl:1])(=[O:14])=[O:13])[C@@H:17]1[O:21][CH2:20][CH2:19][CH2:18]1. The yield is 0.970. (2) The reactants are [C:1]1([NH2:11])[C:10]2[CH2:9][CH2:8][CH2:7][CH2:6][C:5]=2[CH:4]=[CH:3][CH:2]=1.N1C2C(=CC=C3CCCC3=2)[C:14](=[O:24])[C:13]1=[O:25]. No catalyst specified. The product is [CH:7]1[CH:6]=[C:5]2[CH:4]=[CH:3][C:2]3[C:13](=[O:25])[C:14](=[O:24])[NH:11][C:1]=3[C:10]2=[CH:9][CH:8]=1. The yield is 0.540. (3) The reactants are [CH3:1][NH:2][C@H:3]1[CH2:8][CH2:7][C@H:6]([C:9]2[CH:18]=[CH:17][C:12]3[NH:13][C:14](=[O:16])[O:15][C:11]=3[CH:10]=2)[CH2:5][CH2:4]1.[CH2:19]([C:23]1[CH:28]=[CH:27][C:26]([CH2:29][CH2:30][CH:31]=O)=[CH:25][CH:24]=1)[CH:20]([CH3:22])[CH3:21].Cl. No catalyst specified. The product is [CH2:19]([C:23]1[CH:24]=[CH:25][C:26]([CH2:29][CH2:30][CH2:31][N:2]([CH3:1])[C@H:3]2[CH2:4][CH2:5][C@H:6]([C:9]3[CH:18]=[CH:17][C:12]4[NH:13][C:14](=[O:16])[O:15][C:11]=4[CH:10]=3)[CH2:7][CH2:8]2)=[CH:27][CH:28]=1)[CH:20]([CH3:21])[CH3:22]. The yield is 0.610. (4) The reactants are [Li+].[OH-].[CH3:3][C:4]1([C:20]([O:22]CC)=[O:21])[CH2:9][CH2:8][CH2:7][N:6]([C:10]([O:12][CH2:13][C:14]2[CH:19]=[CH:18][CH:17]=[CH:16][CH:15]=2)=[O:11])[CH2:5]1. The catalyst is C(O)C. The product is [CH2:13]([O:12][C:10]([N:6]1[CH2:7][CH2:8][CH2:9][C:4]([CH3:3])([C:20]([OH:22])=[O:21])[CH2:5]1)=[O:11])[C:14]1[CH:15]=[CH:16][CH:17]=[CH:18][CH:19]=1. The yield is 0.920.